From a dataset of Full USPTO retrosynthesis dataset with 1.9M reactions from patents (1976-2016). Predict the reactants needed to synthesize the given product. Given the product [F:16][C:11]1[CH:10]=[C:9]([C:22]#[C:21][Si:18]([CH3:20])([CH3:19])[CH3:17])[CH:14]=[CH:13][C:12]=1[F:15], predict the reactants needed to synthesize it. The reactants are: C(N(CC)CC)C.Br[C:9]1[CH:14]=[CH:13][C:12]([F:15])=[C:11]([F:16])[CH:10]=1.[CH3:17][Si:18]([C:21]#[CH:22])([CH3:20])[CH3:19].